This data is from Forward reaction prediction with 1.9M reactions from USPTO patents (1976-2016). The task is: Predict the product of the given reaction. Given the reactants [CH3:1][O:2][C:3]1[CH:8]=[CH:7][C:6]([NH:9][C:10]2[O:11][CH2:12][C:13](=[O:20])[C:14]=2[C:15]([O:17][CH2:18][CH3:19])=[O:16])=[CH:5][CH:4]=1.[NH:21]1[C:29]2[C:24](=[CH:25][CH:26]=[CH:27][N:28]=2)[C:23]([CH:30]=O)=[CH:22]1.N1CCCCC1, predict the reaction product. The product is: [NH:21]1[C:29]2=[N:28][CH:27]=[CH:26][CH:25]=[C:24]2[C:23]([CH:30]=[C:12]2[O:11][C:10]([NH:9][C:6]3[CH:7]=[CH:8][C:3]([O:2][CH3:1])=[CH:4][CH:5]=3)=[C:14]([C:15]([O:17][CH2:18][CH3:19])=[O:16])[C:13]2=[O:20])=[CH:22]1.